From a dataset of Catalyst prediction with 721,799 reactions and 888 catalyst types from USPTO. Predict which catalyst facilitates the given reaction. (1) Reactant: C(OC([N:8]1[CH2:13][CH2:12][S:11](=[O:15])(=[O:14])[CH:10]([C:16]2[CH:21]=[CH:20][CH:19]=[C:18]([O:22][CH3:23])[CH:17]=2)[CH2:9]1)=O)(C)(C)C.C(O)(C(F)(F)F)=O. Product: [CH3:23][O:22][C:18]1[CH:17]=[C:16]([CH:10]2[S:11](=[O:15])(=[O:14])[CH2:12][CH2:13][NH:8][CH2:9]2)[CH:21]=[CH:20][CH:19]=1. The catalyst class is: 4. (2) Reactant: Cl[C:2]([O:4][C:5]1[CH:10]=[CH:9][CH:8]=[CH:7][C:6]=1[CH3:11])=[O:3].Cl.[CH2:13]1[C:22]2[C:17](=[CH:18][CH:19]=[CH:20][CH:21]=2)[CH2:16][CH2:15][N:14]1[NH2:23].C(N(CC)C(C)C)(C)C. Product: [C:6]1([CH3:11])[CH:7]=[CH:8][CH:9]=[CH:10][C:5]=1[O:4][C:2](=[O:3])[NH:23][N:14]1[CH2:15][CH2:16][C:17]2[C:22](=[CH:21][CH:20]=[CH:19][CH:18]=2)[CH2:13]1. The catalyst class is: 4. (3) Product: [F:27][CH2:26][CH2:25][N:15]1[CH2:16][CH2:17][CH:12]([NH:11][C:8]2[CH:9]=[CH:10][C:5]([N+:2]([O-:4])=[O:3])=[CH:6][CH:7]=2)[CH2:13][CH2:14]1. The catalyst class is: 3. Reactant: Cl.[N+:2]([C:5]1[CH:10]=[CH:9][C:8]([NH:11][CH:12]2[CH2:17][CH2:16][NH:15][CH2:14][CH2:13]2)=[CH:7][CH:6]=1)([O-:4])=[O:3].C([O-])([O-])=O.[K+].[K+].Br[CH2:25][CH2:26][F:27]. (4) The catalyst class is: 44. Reactant: Cl[C:2]1[C:3]2[C:4](=[N:8][N:9]([CH2:11][C:12]3[CH:17]=[CH:16][C:15]([CH2:18][N:19]4[CH:23]=[CH:22][CH:21]=[N:20]4)=[CH:14][CH:13]=3)[CH:10]=2)[N:5]=[CH:6][N:7]=1.[F:24][C:25]1[C:30]([O:31][CH3:32])=[CH:29][CH:28]=[C:27]([O:33][CH2:34][CH:35]2[CH2:38][O:37][CH2:36]2)[C:26]=1[CH2:39][NH2:40].CCN(C(C)C)C(C)C. Product: [N:19]1([CH2:18][C:15]2[CH:16]=[CH:17][C:12]([CH2:11][N:9]3[CH:10]=[C:3]4[C:4]([N:5]=[CH:6][N:7]=[C:2]4[NH:40][CH2:39][C:26]4[C:27]([O:33][CH2:34][CH:35]5[CH2:36][O:37][CH2:38]5)=[CH:28][CH:29]=[C:30]([O:31][CH3:32])[C:25]=4[F:24])=[N:8]3)=[CH:13][CH:14]=2)[CH:23]=[CH:22][CH:21]=[N:20]1. (5) The catalyst class is: 10. Product: [CH2:7]1[C:3]2([CH2:6][CH2:5][CH2:4]2)[CH2:2][N:18]1[CH2:17][CH2:15][OH:16]. Reactant: Br[CH2:2][C:3]1([CH2:7]Br)[CH2:6][CH2:5][CH2:4]1.C(=O)([O-])[O-].[K+].[K+].[CH2:15]([CH2:17][NH2:18])[OH:16]. (6) Reactant: N#N.[Br:3][CH2:4][CH2:5][CH2:6][CH2:7][C:8](=[O:10])[CH3:9].[CH2:11](O)[CH2:12][OH:13].CC1C=CC(S(O)(=O)=O)=CC=1.C([O-])(O)=O.[Na+]. Product: [Br:3][CH2:4][CH2:5][CH2:6][CH2:7][C:8]1([CH3:9])[O:13][CH2:12][CH2:11][O:10]1. The catalyst class is: 691. (7) Reactant: [N+:1]([C:4]1[C:5]([NH:14][CH2:15][CH2:16][CH2:17][C:18]2[CH:23]=[CH:22][CH:21]=[CH:20][CH:19]=2)=[CH:6][C:7]2[O:12][CH2:11][CH2:10][O:9][C:8]=2[CH:13]=1)([O-])=O.[H][H]. Product: [C:18]1([CH2:17][CH2:16][CH2:15][NH:14][C:5]2[C:4]([NH2:1])=[CH:13][C:8]3[O:9][CH2:10][CH2:11][O:12][C:7]=3[CH:6]=2)[CH:23]=[CH:22][CH:21]=[CH:20][CH:19]=1. The catalyst class is: 470. (8) Reactant: [Br:1][CH2:2][C:3]([C:5]1[CH:10]=[CH:9][CH:8]=[CH:7][CH:6]=1)=[O:4].CO.Cl. Product: [Br:1][CH2:2][C@@H:3]([C:5]1[CH:10]=[CH:9][CH:8]=[CH:7][CH:6]=1)[OH:4]. The catalyst class is: 7.